The task is: Predict the product of the given reaction.. This data is from Forward reaction prediction with 1.9M reactions from USPTO patents (1976-2016). (1) Given the reactants [CH3:1][O:2][C:3]([CH:5]1[CH2:10][N:9](C(OCC2C=CC=CC=2)=O)[CH2:8][CH2:7][N:6]1[C:21]([O:23][C:24]([CH3:27])([CH3:26])[CH3:25])=[O:22])=[O:4], predict the reaction product. The product is: [CH3:1][O:2][C:3]([CH:5]1[CH2:10][NH:9][CH2:8][CH2:7][N:6]1[C:21]([O:23][C:24]([CH3:27])([CH3:26])[CH3:25])=[O:22])=[O:4]. (2) Given the reactants [C:1]([O:5][C:6]([N:8]1[CH2:12][C@@H:11]([OH:13])[CH2:10][C@H:9]1[CH2:14][O:15][C:16]1[CH:25]=[CH:24][C:19]([C:20]([O:22][CH3:23])=[O:21])=[CH:18][CH:17]=1)=[O:7])([CH3:4])([CH3:3])[CH3:2].[H-].[Na+].[CH3:28]I, predict the reaction product. The product is: [C:1]([O:5][C:6]([N:8]1[CH2:12][C@@H:11]([O:13][CH3:28])[CH2:10][C@H:9]1[CH2:14][O:15][C:16]1[CH:17]=[CH:18][C:19]([C:20]([O:22][CH3:23])=[O:21])=[CH:24][CH:25]=1)=[O:7])([CH3:4])([CH3:2])[CH3:3]. (3) The product is: [Si:24]([O:14][C:8]1[CH:9]=[C:10](/[CH:11]=[CH:12]/[CH3:13])[C:5]2[O:4][N:3]=[C:2]([CH3:1])[C:6]=2[CH:7]=1)([C:20]([CH3:23])([CH3:22])[CH3:21])([CH3:26])[CH3:25]. Given the reactants [CH3:1][C:2]1[C:6]2[CH:7]=[C:8]([OH:14])[CH:9]=[C:10](/[CH:11]=[CH:12]/[CH3:13])[C:5]=2[O:4][N:3]=1.N1C=CN=C1.[C:20]([Si:24](Cl)([CH3:26])[CH3:25])([CH3:23])([CH3:22])[CH3:21].O, predict the reaction product.